Dataset: Catalyst prediction with 721,799 reactions and 888 catalyst types from USPTO. Task: Predict which catalyst facilitates the given reaction. (1) Reactant: [OH:1][N:2]=[C:3]([C:5]1[CH:6]=[CH:7][C:8]([CH3:23])=[C:9]([NH:11][C:12]([C:14]2[N:18]3[CH:19]=[CH:20][CH:21]=[CH:22][C:17]3=[N:16][CH:15]=2)=[O:13])[CH:10]=1)[NH2:4].[Cl:24][CH2:25][C:26](OC(=O)CCl)=O. Product: [Cl:24][CH2:25][C:26]1[O:1][N:2]=[C:3]([C:5]2[CH:6]=[CH:7][C:8]([CH3:23])=[C:9]([NH:11][C:12]([C:14]3[N:18]4[CH:19]=[CH:20][CH:21]=[CH:22][C:17]4=[N:16][CH:15]=3)=[O:13])[CH:10]=2)[N:4]=1. The catalyst class is: 264. (2) Reactant: [OH:1][C:2]1[C:3]2[CH:4]=[CH:5][N:6]=[CH:7][C:8]=2[C:9]([CH3:25])([CH3:24])[C:10](=[O:23])[C:11]=1[C:12]([NH:14][CH2:15][C:16]([O:18]C(C)(C)C)=[O:17])=[O:13]. Product: [OH:1][C:2]1[C:3]2[CH:4]=[CH:5][N:6]=[CH:7][C:8]=2[C:9]([CH3:25])([CH3:24])[C:10](=[O:23])[C:11]=1[C:12]([NH:14][CH2:15][C:16]([OH:18])=[O:17])=[O:13]. The catalyst class is: 484. (3) Reactant: [CH2:1]([O:8][C:9]([NH:11][CH2:12][C:13]([OH:15])=[O:14])=[O:10])[C:2]1[CH:7]=[CH:6][CH:5]=[CH:4][CH:3]=1.[C:16]([O:22][CH2:23][CH2:24]Cl)(=[O:21])[CH2:17][C:18]([CH3:20])=[O:19].C(N(CC)CC)C.Cl. Product: [CH2:1]([O:8][C:9]([NH:11][CH2:12][C:13]([O:15][CH:17]([C:18](=[O:19])[CH3:20])[C:16]([O:22][CH2:23][CH3:24])=[O:21])=[O:14])=[O:10])[C:2]1[CH:3]=[CH:4][CH:5]=[CH:6][CH:7]=1. The catalyst class is: 13. (4) Reactant: [NH2:1][C:2]1[CH:10]=[C:9]2[C:5]([CH:6]=[CH:7][N:8]2CCN(C)C)=[CH:4][CH:3]=1.[CH2:16]([N:18]([CH2:21][CH3:22])[CH2:19]C)C.[Cl:23][C:24]1[CH:25]=[C:26]([S:31](Cl)(=[O:33])=[O:32])[CH:27]=[C:28]([Cl:30])[CH:29]=1. Product: [Cl:23][C:24]1[CH:25]=[C:26]([S:31]([N:1]([S:31]([C:26]2[CH:25]=[C:24]([Cl:23])[CH:29]=[C:28]([Cl:30])[CH:27]=2)(=[O:33])=[O:32])[C:2]2[CH:10]=[C:9]3[C:5]([C:6]([CH2:22][CH2:21][N:18]([CH3:16])[CH3:19])=[CH:7][NH:8]3)=[CH:4][CH:3]=2)(=[O:33])=[O:32])[CH:27]=[C:28]([Cl:30])[CH:29]=1. The catalyst class is: 4. (5) The catalyst class is: 391. Reactant: [Br:1][C:2]1[C:7]([O:8][CH3:9])=[CH:6][CH:5]=[C:4]([CH2:10][OH:11])[N:3]=1.N1C=CN=C1.[Si:17](Cl)([C:30]([CH3:33])([CH3:32])[CH3:31])([C:24]1[CH:29]=[CH:28][CH:27]=[CH:26][CH:25]=1)[C:18]1[CH:23]=[CH:22][CH:21]=[CH:20][CH:19]=1.COC(C)(C)C. Product: [Br:1][C:2]1[C:7]([O:8][CH3:9])=[CH:6][CH:5]=[C:4]([CH2:10][O:11][Si:17]([C:30]([CH3:33])([CH3:32])[CH3:31])([C:24]2[CH:25]=[CH:26][CH:27]=[CH:28][CH:29]=2)[C:18]2[CH:23]=[CH:22][CH:21]=[CH:20][CH:19]=2)[N:3]=1. (6) Reactant: Cl[C:2]1[CH:3]=[N:4][CH:5]=[C:6]([C:10]2[CH:11]=[C:12]3[C:16](=[CH:17][CH:18]=2)[N:15]([C:19](=O)[CH2:20][C:21]2[CH:26]=[CH:25][CH:24]=[C:23]([CH3:27])[CH:22]=2)[CH2:14][CH2:13]3)[C:7]=1[C:8]#[N:9].[OH2:29].[NH2:30][NH2:31].O. Product: [CH3:27][C:23]1[CH:22]=[C:21]([CH2:20][C:19]([N:15]2[C:16]3[C:12](=[CH:11][C:10]([C:6]4[CH:5]=[N:4][CH:3]=[C:2]5[NH:30][N:31]=[C:8]([NH2:9])[C:7]=45)=[CH:18][CH:17]=3)[CH2:13][CH2:14]2)=[O:29])[CH:26]=[CH:25][CH:24]=1. The catalyst class is: 8. (7) Reactant: C([N:5]1[C:9]([C:10]2[CH:15]=[CH:14]N=CC=2)=[C:8]([C:16](OCC)=O)[CH:7]=[N:6]1)C(C)C.[CH2:21]([O:23][C:24](=[O:34])[CH2:25][C:26](=O)[CH:27]1[CH2:32][CH2:31][O:30][CH2:29][CH2:28]1)[CH3:22].Cl.C1(NN)CCCCC1. Product: [CH:9]1([N:5]2[C:26]([CH:27]3[CH2:32][CH2:31][O:30][CH2:29][CH2:28]3)=[C:25]([C:24]([O:23][CH2:21][CH3:22])=[O:34])[CH:7]=[N:6]2)[CH2:8][CH2:16][CH2:14][CH2:15][CH2:10]1. The catalyst class is: 6. (8) Reactant: FC1C=C(C=C(F)C=1)C[C@H]1[C@@H]([C@H]2C[C@@H](OCC=C)CN2C(OC(C)(C)C)=O)OC(=O)N1.[F:32][C:33]1[CH:34]=[C:35]([CH:62]=[C:63]([F:65])[CH:64]=1)[CH2:36][C@H:37]1[C@@H:41]([C@H:42]2[CH2:47][O:46][CH2:45][CH2:44][N:43]2[CH:48]([C:55]2[CH:60]=[CH:59][CH:58]=[CH:57][CH:56]=2)[C:49]2[CH:54]=[CH:53][CH:52]=[CH:51][CH:50]=2)[O:40][C:39](=[O:61])[NH:38]1.FC1C=C(C=C(F)C=1)C[C@@H]([C@@H]([C@H]1C[C@@H](OCC=C)CN1C(OC(C)(C)C)=O)O)C(O)=O.C(=O)([O-])[O-].[K+].[K+].BrC(C1C=CC=CC=1)C1C=CC=CC=1. Product: [F:32][C:33]1[CH:34]=[C:35]([CH:62]=[C:63]([F:65])[CH:64]=1)[CH2:36][C@H:37]1[C@@H:41]([C@H:42]2[CH2:47][C@H:45]([OH:46])[CH2:44][N:43]2[CH:48]([C:49]2[CH:54]=[CH:53][CH:52]=[CH:51][CH:50]=2)[C:55]2[CH:60]=[CH:59][CH:58]=[CH:57][CH:56]=2)[O:40][C:39](=[O:61])[NH:38]1. The catalyst class is: 10. (9) Reactant: [BH4-].[Na+].[Br:3][C:4]1[CH:5]=[C:6]([F:21])[C:7]([NH2:20])=[C:8]2[C:13]=1[O:12][CH2:11][C:10]([C:14]1[CH:15]=[N:16][CH:17]=[CH:18][CH:19]=1)=[N:9]2. Product: [Br:3][C:4]1[CH:5]=[C:6]([F:21])[C:7]([NH2:20])=[C:8]2[C:13]=1[O:12][CH2:11][CH:10]([C:14]1[CH:15]=[N:16][CH:17]=[CH:18][CH:19]=1)[NH:9]2. The catalyst class is: 40.